This data is from Forward reaction prediction with 1.9M reactions from USPTO patents (1976-2016). The task is: Predict the product of the given reaction. (1) Given the reactants [CH:1]1([C:7]2[C:8]([O:16][CH2:17][C:18]([F:21])([F:20])[F:19])=[N:9][CH:10]=[C:11]([CH:15]=2)[C:12]([OH:14])=O)[CH2:6][CH2:5][CH2:4][CH2:3][CH2:2]1.[N:22]1[CH:27]=[C:26]([NH2:28])[CH:25]=[N:24][CH:23]=1, predict the reaction product. The product is: [CH:1]1([C:7]2[C:8]([O:16][CH2:17][C:18]([F:21])([F:20])[F:19])=[N:9][CH:10]=[C:11]([CH:15]=2)[C:12]([NH:28][C:26]2[CH:27]=[N:22][CH:23]=[N:24][CH:25]=2)=[O:14])[CH2:2][CH2:3][CH2:4][CH2:5][CH2:6]1. (2) The product is: [CH:10]1([C:13]2[O:3][N:2]=[C:16]([C:18]3[CH:27]=[C:26]4[C:21]([C:22](=[O:46])[N:23]([C:39]5[CH:40]=[CH:41][C:42]([F:45])=[CH:43][CH:44]=5)[C:24]([CH2:28][CH2:29][CH2:30][CH2:31][C:32]([O:34][C:35]([CH3:36])([CH3:37])[CH3:38])=[O:33])=[N:25]4)=[CH:20][CH:19]=3)[CH:17]=2)[CH2:12][CH2:11]1. Given the reactants Cl.[NH2:2][OH:3].N1C=CC=CC=1.[CH:10]1([C:13]2[CH:17]=[C:16]([C:18]3[CH:27]=[C:26]4[C:21]([C:22](=[O:46])[N:23]([C:39]5[CH:44]=[CH:43][C:42]([F:45])=[CH:41][CH:40]=5)[C:24]([CH2:28][CH2:29][CH2:30][CH2:31][C:32]([O:34][C:35]([CH3:38])([CH3:37])[CH3:36])=[O:33])=[N:25]4)=[CH:20][CH:19]=3)ON=2)[CH2:12][CH2:11]1, predict the reaction product. (3) Given the reactants C(O)=O.C(N(CC)CC)C.[CH2:11]([O:18][C:19]1[CH:20]=[C:21]([C:30](=[O:33])[CH2:31][Cl:32])[C:22]2[O:27][CH2:26][C:25](=[O:28])[NH:24][C:23]=2[CH:29]=1)[C:12]1[CH:17]=[CH:16][CH:15]=[CH:14][CH:13]=1, predict the reaction product. The product is: [CH2:11]([O:18][C:19]1[CH:20]=[C:21]([C@@H:30]([OH:33])[CH2:31][Cl:32])[C:22]2[O:27][CH2:26][C:25](=[O:28])[NH:24][C:23]=2[CH:29]=1)[C:12]1[CH:13]=[CH:14][CH:15]=[CH:16][CH:17]=1. (4) Given the reactants CS([C:5]1[CH:6]=[C:7]([CH:10]=[CH:11][C:12]=1[CH:13]1[N:18]([S:19]([CH3:22])(=[O:21])=[O:20])[C:17](=[O:23])[N:16]([C:24]2[CH:29]=[CH:28][N:27]=[C:26]([C:30]([F:33])([F:32])[F:31])[CH:25]=2)[C:15]2[CH2:34][CH2:35][C:36](=[O:37])[C:14]1=2)[C:8]#[N:9])(=O)=O.O=C1N(C2C=CN=C(C(F)(F)F)C=2)C2CCC(=O)C=2C(C2C=CC(C#N)=CC=2)N1, predict the reaction product. The product is: [CH3:22][S:19]([N:18]1[CH:13]([C:12]2[CH:11]=[CH:10][C:7]([C:8]#[N:9])=[CH:6][CH:5]=2)[C:14]2[C:36](=[O:37])[CH2:35][CH2:34][C:15]=2[N:16]([C:24]2[CH:29]=[CH:28][N:27]=[C:26]([C:30]([F:31])([F:32])[F:33])[CH:25]=2)[C:17]1=[O:23])(=[O:21])=[O:20]. (5) Given the reactants Br[C:2]1[CH:7]=[CH:6][C:5]([N+:8]([O-:10])=[O:9])=[CH:4][CH:3]=1.C(N(CCCC)CCCC)CCC.[C:24]([NH:32][C:33]1[CH:45]=[C:44]([CH:46]=[CH2:47])[CH:43]=[CH:42][C:34]=1[C:35]([O:37][C:38]([CH3:41])([CH3:40])[CH3:39])=[O:36])(=[O:31])[C:25]1[CH:30]=[CH:29][CH:28]=[CH:27][CH:26]=1.C(O)(=O)CC(CC(O)=O)(C(O)=O)O, predict the reaction product. The product is: [C:24]([NH:32][C:33]1[CH:45]=[C:44](/[CH:46]=[CH:47]/[C:2]2[CH:7]=[CH:6][C:5]([N+:8]([O-:10])=[O:9])=[CH:4][CH:3]=2)[CH:43]=[CH:42][C:34]=1[C:35]([O:37][C:38]([CH3:40])([CH3:41])[CH3:39])=[O:36])(=[O:31])[C:25]1[CH:26]=[CH:27][CH:28]=[CH:29][CH:30]=1.